Dataset: Full USPTO retrosynthesis dataset with 1.9M reactions from patents (1976-2016). Task: Predict the reactants needed to synthesize the given product. (1) Given the product [Cl:29][C:27]1[C:26]([Cl:30])=[CH:25][C:23]2[NH:24][C:20]([N:15]3[CH2:14][CH2:13][C:11]4([O:10][C:9](=[O:18])[N:8]([C:2]5[CH:3]=[CH:4][CH:5]=[CH:6][CH:7]=5)[CH2:12]4)[CH2:17][CH2:16]3)=[N:21][C:22]=2[CH:28]=1, predict the reactants needed to synthesize it. The reactants are: Br.[C:2]1([N:8]2[CH2:12][C:11]3([CH2:17][CH2:16][NH:15][CH2:14][CH2:13]3)[O:10][C:9]2=[O:18])[CH:7]=[CH:6][CH:5]=[CH:4][CH:3]=1.Cl[C:20]1[NH:24][C:23]2[CH:25]=[C:26]([Cl:30])[C:27]([Cl:29])=[CH:28][C:22]=2[N:21]=1.C(N(C(C)C)CC)(C)C. (2) Given the product [CH3:26][N:24]([CH3:25])[CH2:23][CH2:22][N:19]1[CH2:18][CH2:17][N:16]([C:14]([NH:13][C:9]2[CH:8]=[C:7]([O:6][C:5]3[CH:4]=[CH:3][C:2]([NH:1][C:40]([NH:39][C:37](=[O:38])[CH2:36][C:33]4[CH:34]=[CH:35][C:30]([F:29])=[CH:31][CH:32]=4)=[O:41])=[CH:28][CH:27]=3)[CH:12]=[CH:11][N:10]=2)=[O:15])[CH2:21][CH2:20]1, predict the reactants needed to synthesize it. The reactants are: [NH2:1][C:2]1[CH:28]=[CH:27][C:5]([O:6][C:7]2[CH:12]=[CH:11][N:10]=[C:9]([NH:13][C:14]([N:16]3[CH2:21][CH2:20][N:19]([CH2:22][CH2:23][N:24]([CH3:26])[CH3:25])[CH2:18][CH2:17]3)=[O:15])[CH:8]=2)=[CH:4][CH:3]=1.[F:29][C:30]1[CH:35]=[CH:34][C:33]([CH2:36][C:37]([N:39]=[C:40]=[O:41])=[O:38])=[CH:32][CH:31]=1. (3) Given the product [CH3:1][N:2]1[CH:6]=[CH:5][C:4]([N:7]2[C:15]3[CH:14]=[CH:13][CH:12]=[C:11]([NH2:16])[C:10]=3[CH:9]=[CH:8]2)=[N:3]1, predict the reactants needed to synthesize it. The reactants are: [CH3:1][N:2]1[CH:6]=[CH:5][C:4]([N:7]2[C:15]3[C:10](=[C:11]([N+:16]([O-])=O)[CH:12]=[CH:13][CH:14]=3)[CH:9]=[CH:8]2)=[N:3]1. (4) Given the product [OH:47][C:43]1([C:33]2[N:34]([CH2:35][O:36][CH2:37][CH2:38][Si:39]([CH3:40])([CH3:42])[CH3:41])[C:30]([C:3]3[CH:4]=[C:5]([CH:10]=[CH:11][C:2]=3[CH3:1])[C:6]([O:8][CH3:9])=[O:7])=[C:31]([CH3:48])[N:32]=2)[CH2:44][O:45][CH2:46]1, predict the reactants needed to synthesize it. The reactants are: [CH3:1][C:2]1[CH:11]=[CH:10][C:5]([C:6]([O:8][CH3:9])=[O:7])=[CH:4][C:3]=1B1OC(C)(C)C(C)(C)O1.[O-]P([O-])([O-])=O.[K+].[K+].[K+].I[C:30]1[N:34]([CH2:35][O:36][CH2:37][CH2:38][Si:39]([CH3:42])([CH3:41])[CH3:40])[C:33]([C:43]2([OH:47])[CH2:46][O:45][CH2:44]2)=[N:32][C:31]=1[CH3:48].